From a dataset of Retrosynthesis with 50K atom-mapped reactions and 10 reaction types from USPTO. Predict the reactants needed to synthesize the given product. The reactants are: COC(=O)c1ccc(C#N)c([N+](=O)[O-])c1.N. Given the product N#Cc1ccc(C(N)=O)cc1[N+](=O)[O-], predict the reactants needed to synthesize it.